This data is from Reaction yield outcomes from USPTO patents with 853,638 reactions. The task is: Predict the reaction yield, written as a fraction of the theoretical maximum amount of product (1.0 means a 100% yield; for example, 0.34 means a 34% yield). (1) The reactants are Cl.[CH3:2][O:3][C:4](=[O:29])[C@H:5]([CH2:7][C:8]1[CH:13]=[CH:12][C:11]([C:14]2[C:15](=[O:28])[N:16]([CH2:21][C:22]3[CH:27]=[CH:26][CH:25]=[CH:24][CH:23]=3)[CH:17]=[C:18]([Cl:20])[CH:19]=2)=[CH:10][CH:9]=1)[NH2:6].[Cl:30][C:31]1[CH:39]=[CH:38][CH:37]=[C:36]([CH3:40])[C:32]=1[C:33](O)=[O:34].CCCCCCCCCCCC(OC[C@@H](OC(CCCCCCCCCCC)=O)COP(OCCN)(O)=O)=O.CN(C(ON1N=NC2C=CC=CC1=2)=[N+](C)C)C.F[P-](F)(F)(F)(F)F. The catalyst is CN(C=O)C. The product is [CH3:2][O:3][C:4](=[O:29])[C@H:5]([CH2:7][C:8]1[CH:9]=[CH:10][C:11]([C:14]2[C:15](=[O:28])[N:16]([CH2:21][C:22]3[CH:27]=[CH:26][CH:25]=[CH:24][CH:23]=3)[CH:17]=[C:18]([Cl:20])[CH:19]=2)=[CH:12][CH:13]=1)[NH:6][C:33]([C:32]1[C:36]([CH3:40])=[CH:37][CH:38]=[CH:39][C:31]=1[Cl:30])=[O:34]. The yield is 0.580. (2) The reactants are [NH:1]1[C:9]2[C:4](=[CH:5][CH:6]=[CH:7][N:8]=2)[CH:3]=[CH:2]1.C1C=C(Cl)C=C(C(OO)=[O:18])C=1. The catalyst is C1COCC1. The product is [NH:1]1[C:9]2=[N+:8]([O-:18])[CH:7]=[CH:6][CH:5]=[C:4]2[CH:3]=[CH:2]1. The yield is 0.340.